From a dataset of Full USPTO retrosynthesis dataset with 1.9M reactions from patents (1976-2016). Predict the reactants needed to synthesize the given product. (1) Given the product [Cl:8][C:6]1[CH:5]=[C:4]([C:9]2([C:26]([F:29])([F:27])[F:28])[O:13][N:12]=[C:11]([C:14]3[N:19]=[C:18]([CH3:20])[C:17]([C:21]([OH:23])=[O:22])=[CH:16][N:15]=3)[CH2:10]2)[CH:3]=[C:2]([Cl:1])[CH:7]=1, predict the reactants needed to synthesize it. The reactants are: [Cl:1][C:2]1[CH:3]=[C:4]([C:9]2([C:26]([F:29])([F:28])[F:27])[O:13][N:12]=[C:11]([C:14]3[N:19]=[C:18]([CH3:20])[C:17]([C:21]([O:23]CC)=[O:22])=[CH:16][N:15]=3)[CH2:10]2)[CH:5]=[C:6]([Cl:8])[CH:7]=1.[OH-].[Na+].Cl. (2) Given the product [CH2:9]([O:8][C:6]([C:5]1[S:38][C:37]([NH:36][C:31]2[CH:32]=[CH:33][CH:34]=[CH:35][C:30]=2/[CH:29]=[CH:28]/[C:21]2[C:22]3[C:27](=[CH:26][CH:25]=[CH:24][CH:23]=3)[NH:19][N:20]=2)=[N:39][CH:4]=1)=[O:7])[CH3:10], predict the reactants needed to synthesize it. The reactants are: C(O[CH:4]=[CH:5][C:6]([O:8][CH2:9][CH3:10])=[O:7])C.BrN1C(=O)CCC1=O.[NH:19]1[C:27]2[C:22](=[CH:23][CH:24]=[CH:25][CH:26]=2)[C:21](/[CH:28]=[CH:29]/[C:30]2[CH:35]=[CH:34][CH:33]=[CH:32][C:31]=2[NH:36][C:37]([NH2:39])=[S:38])=[N:20]1.N. (3) Given the product [CH3:1][O:2][C:3]1[CH:11]=[CH:10][CH:9]=[C:8]2[C:4]=1[CH2:5][CH2:6][NH:7]2, predict the reactants needed to synthesize it. The reactants are: [CH3:1][O:2][C:3]1[CH:11]=[CH:10][CH:9]=[C:8]2[C:4]=1[CH:5]=[CH:6][NH:7]2.C([BH3-])#N.[Na+]. (4) The reactants are: [N+:1]([C:4]1[C:5](S([O-])(=O)=O)=[N:6][CH:7]=[CH:8][C:9]=1[NH2:10])([O-:3])=[O:2].[CH2:15]([NH:22][CH2:23][C:24]1[CH:29]=[CH:28][CH:27]=[CH:26][CH:25]=1)[C:16]1[CH:21]=[CH:20][CH:19]=[CH:18][CH:17]=1. Given the product [CH2:23]([N:22]([CH2:15][C:16]1[CH:21]=[CH:20][CH:19]=[CH:18][CH:17]=1)[C:5]1[C:4]([N+:1]([O-:3])=[O:2])=[C:9]([NH2:10])[CH:8]=[CH:7][N:6]=1)[C:24]1[CH:29]=[CH:28][CH:27]=[CH:26][CH:25]=1, predict the reactants needed to synthesize it. (5) Given the product [C:1]([OH:10])(=[O:9])[CH:2]([CH:4]([C:6]([OH:8])=[O:7])[OH:5])[OH:3], predict the reactants needed to synthesize it. The reactants are: [C:1]([OH:10])(=[O:9])[C@H:2]([C@@H:4]([C:6]([OH:8])=[O:7])[OH:5])[OH:3].[OH-].[K+]. (6) The reactants are: [CH3:1][C:2]1[CH:7]=[C:6]([NH:8][C:9]2[CH:14]=[C:13]([C:15]([F:18])([F:17])[F:16])[CH:12]=[CH:11][N:10]=2)[N:5]=[C:4]([C:19]([NH:21][NH2:22])=O)[CH:3]=1.[CH3:23][NH:24][C:25](=O)[CH3:26]. Given the product [CH3:23][N:24]1[C:25]([CH3:26])=[N:22][N:21]=[C:19]1[C:4]1[N:5]=[C:6]([NH:8][C:9]2[CH:14]=[C:13]([C:15]([F:18])([F:17])[F:16])[CH:12]=[CH:11][N:10]=2)[CH:7]=[C:2]([CH3:1])[CH:3]=1, predict the reactants needed to synthesize it.